Dataset: NCI-60 drug combinations with 297,098 pairs across 59 cell lines. Task: Regression. Given two drug SMILES strings and cell line genomic features, predict the synergy score measuring deviation from expected non-interaction effect. (1) Drug 1: CC1OCC2C(O1)C(C(C(O2)OC3C4COC(=O)C4C(C5=CC6=C(C=C35)OCO6)C7=CC(=C(C(=C7)OC)O)OC)O)O. Drug 2: CC1=C(C(CCC1)(C)C)C=CC(=CC=CC(=CC(=O)O)C)C. Cell line: SK-MEL-2. Synergy scores: CSS=30.0, Synergy_ZIP=2.99, Synergy_Bliss=3.99, Synergy_Loewe=-6.30, Synergy_HSA=3.15. (2) Drug 1: CC1=C(C=C(C=C1)NC2=NC=CC(=N2)N(C)C3=CC4=NN(C(=C4C=C3)C)C)S(=O)(=O)N.Cl. Drug 2: CN1CCC(CC1)COC2=C(C=C3C(=C2)N=CN=C3NC4=C(C=C(C=C4)Br)F)OC. Cell line: SK-MEL-2. Synergy scores: CSS=5.76, Synergy_ZIP=2.41, Synergy_Bliss=8.59, Synergy_Loewe=3.09, Synergy_HSA=4.83.